From a dataset of Full USPTO retrosynthesis dataset with 1.9M reactions from patents (1976-2016). Predict the reactants needed to synthesize the given product. Given the product [CH3:13][O:14][C:15]1[CH:23]=[CH:22][C:18]([C:19]([C:9]2[S:10][CH:11]=[CH:12][C:8]=2[O:7][CH3:6])=[O:20])=[CH:17][CH:16]=1, predict the reactants needed to synthesize it. The reactants are: [Sn](Cl)(Cl)(Cl)Cl.[CH3:6][O:7][C:8]1[CH:12]=[CH:11][S:10][CH:9]=1.[CH3:13][O:14][C:15]1[CH:23]=[CH:22][C:18]([C:19](Cl)=[O:20])=[CH:17][CH:16]=1.Cl.